Dataset: Full USPTO retrosynthesis dataset with 1.9M reactions from patents (1976-2016). Task: Predict the reactants needed to synthesize the given product. (1) Given the product [C:24]([OH:25])(=[O:27])[CH3:2].[CH2:12]([NH:11][C:8]1[CH:9]=[CH:10][C:5]2[N:6]([C:2]([C:20]3[CH:19]=[CH:18][NH:17][N:16]=3)=[CH:3][N:4]=2)[N:7]=1)[CH2:13][CH2:14][CH3:15], predict the reactants needed to synthesize it. The reactants are: Br[C:2]1[N:6]2[N:7]=[C:8]([NH:11][CH2:12][CH2:13][CH2:14][CH3:15])[CH:9]=[CH:10][C:5]2=[N:4][CH:3]=1.[NH:16]1[CH:20]=[C:19](B(O)O)[CH:18]=[N:17]1.[C:24](=[O:27])([O-])[O-:25].[K+].[K+]. (2) Given the product [CH2:4]([CH:3]([C:6]1[C:14]2[N:13]([CH2:24][C:25]([O:27][CH:28]([CH3:30])[CH3:29])=[O:26])[C:12](=[O:15])[NH:11][C:10]=2[CH:9]=[CH:8][CH:7]=1)[CH2:1][CH3:2])[CH3:5], predict the reactants needed to synthesize it. The reactants are: [CH2:1]([CH:3]([C:6]1[C:14]2[NH:13][C:12](=[O:15])[N:11](C(OC(C)(C)C)=O)[C:10]=2[CH:9]=[CH:8][CH:7]=1)[CH2:4][CH3:5])[CH3:2].Br[CH2:24][C:25]([O:27][CH:28]([CH3:30])[CH3:29])=[O:26].C(=O)([O-])[O-].[K+].[K+].